From a dataset of Reaction yield outcomes from USPTO patents with 853,638 reactions. Predict the reaction yield, written as a fraction of the theoretical maximum amount of product (1.0 means a 100% yield; for example, 0.34 means a 34% yield). (1) The reactants are [CH3:1][C:2]1[CH:3]=[C:4]([CH:19]=[CH:20][CH:21]=1)[CH2:5][O:6][C:7]1[CH:15]=[CH:14][CH:13]=[C:9]([C:10]([OH:12])=O)[C:8]=1[C:16]([OH:18])=O.Cl.[NH2:23][CH:24]1[CH2:30][CH2:29][C:28](=[O:31])[NH:27][C:25]1=[O:26]. The catalyst is N1C=CC=CC=1. The product is [O:26]=[C:25]1[CH:24]([N:23]2[C:16](=[O:18])[C:8]3[C:9](=[CH:13][CH:14]=[CH:15][C:7]=3[O:6][CH2:5][C:4]3[CH:19]=[CH:20][CH:21]=[C:2]([CH3:1])[CH:3]=3)[C:10]2=[O:12])[CH2:30][CH2:29][C:28](=[O:31])[NH:27]1. The yield is 0.480. (2) The product is [N:1]1([CH2:8][CH2:9][O:10][C:11]2[CH:38]=[CH:37][C:14]([C:15]([C:17]3[C:26]4[C:21](=[CH:22][C:23]([O:27][CH3:28])=[CH:24][CH:25]=4)[CH:20]=[CH:19][C:18]=3[C:44]3[CH:45]=[C:40]([F:39])[CH:41]=[CH:42][C:43]=3[F:46])=[O:16])=[CH:13][CH:12]=2)[CH2:2][CH2:3][CH2:4][CH2:5][CH2:6][CH2:7]1. The catalyst is C(#N)C.Cl[Pd](Cl)([P](C1C=CC=CC=1)(C1C=CC=CC=1)C1C=CC=CC=1)[P](C1C=CC=CC=1)(C1C=CC=CC=1)C1C=CC=CC=1. The reactants are [N:1]1([CH2:8][CH2:9][O:10][C:11]2[CH:38]=[CH:37][C:14]([C:15]([C:17]3[C:26]4[C:21](=[CH:22][C:23]([O:27][CH3:28])=[CH:24][CH:25]=4)[CH:20]=[CH:19][C:18]=3OS(C(F)(F)F)(=O)=O)=[O:16])=[CH:13][CH:12]=2)[CH2:7][CH2:6][CH2:5][CH2:4][CH2:3][CH2:2]1.[F:39][C:40]1[CH:45]=[CH:44][C:43]([F:46])=[CH:42][C:41]=1B(O)O.[F-].[Cs+]. The yield is 0.930. (3) The yield is 0.780. No catalyst specified. The reactants are [F:1][C:2]([F:11])([C:5]1[CH:10]=[CH:9][CH:8]=[CH:7][CH:6]=1)[CH2:3][OH:4].[Br:12][CH2:13][CH2:14][CH2:15][CH2:16][CH2:17][CH2:18]OCC(F)(F)CCC1C=CC=CC=1. The product is [Br:12][CH2:13][CH2:14][CH2:15][CH2:16][CH2:17][CH2:18][O:4][CH2:3][C:2]([C:5]1[CH:6]=[CH:7][CH:8]=[CH:9][CH:10]=1)([F:11])[F:1]. (4) The reactants are C([N:8]1[CH2:13][CH:12]([CH3:14])[O:11][CH:10]([CH3:15])[CH2:9]1)C1C=CC=CC=1.[C:16]([OH:19])(=[O:18])[CH3:17]. The catalyst is C(O)C.[OH-].[OH-].[Pd+2]. The product is [C:16]([OH:19])(=[O:18])[CH3:17].[CH3:15][CH:10]1[O:11][CH:12]([CH3:14])[CH2:13][NH:8][CH2:9]1. The yield is 0.920. (5) The reactants are [Cl:1][C:2]1[N:7]=[C:6]([O:8][CH3:9])[C:5]([CH:10]([CH3:15])[C:11]([O:13][CH3:14])=[O:12])=[CH:4][CH:3]=1.[Li+].[CH3:17][Si]([N-][Si](C)(C)C)(C)C.BrC[CH2:28][C:29]#[N:30]. The catalyst is C1COCC1. The product is [Cl:1][C:2]1[N:7]=[C:6]([O:8][CH3:9])[C:5]([C:10]([CH3:17])([CH2:15][CH2:28][C:29]#[N:30])[C:11]([O:13][CH3:14])=[O:12])=[CH:4][CH:3]=1. The yield is 0.410. (6) The reactants are [N:1]1[C:10]2[C:5](=[CH:6][CH:7]=[CH:8][CH:9]=2)[CH:4]=[CH:3][C:2]=1[CH2:11][O:12][C:13]1[CH:18]=[CH:17][C:16]([CH2:19][C:20]([OH:22])=[O:21])=[CH:15][CH:14]=1.Br.Br[CH2:25][C:26]([C:28]1[CH:33]=[CH:32][N:31]=[CH:30][CH:29]=1)=O.C1CCN2C(=NCCC2)CC1. The catalyst is C(#N)C. The product is [N:31]1[CH:32]=[CH:33][C:28]([C:26]2[CH2:25][O:21][C:20](=[O:22])[C:19]=2[C:16]2[CH:15]=[CH:14][C:13]([O:12][CH2:11][C:2]3[CH:3]=[CH:4][C:5]4[C:10](=[CH:9][CH:8]=[CH:7][CH:6]=4)[N:1]=3)=[CH:18][CH:17]=2)=[CH:29][CH:30]=1. The yield is 0.150. (7) The reactants are C(O[CH:5]([C:12]1[CH:13]=[C:14]2[C:18](=[CH:19][CH:20]=1)[NH:17][N:16]=[CH:15]2)[C:6]1[CH:11]=[CH:10][CH:9]=[CH:8][CH:7]=1)(=O)C.[CH3:21][O:22][C:23]([O:31][Si](C)(C)C)=[CH:24][C:25]1[CH:30]=[CH:29][CH:28]=[CH:27][CH:26]=1. The catalyst is C(Cl)Cl.Cl[Ti](Cl)(Cl)Cl. The product is [NH:17]1[C:18]2[C:14](=[CH:13][C:12]([CH:5]([C:6]3[CH:7]=[CH:8][CH:9]=[CH:10][CH:11]=3)[CH:24]([C:25]3[CH:30]=[CH:29][CH:28]=[CH:27][CH:26]=3)[C:23]([O:22][CH3:21])=[O:31])=[CH:20][CH:19]=2)[CH:15]=[N:16]1. The yield is 0.600. (8) The reactants are [Cl-].O[NH3+:3].[C:4](=[O:7])([O-])[OH:5].[Na+].CS(C)=O.[F:13][C:14]1[CH:48]=[CH:47][C:17]([CH2:18][N:19]2[C:24](=[O:25])[C:23]([CH2:26][C:27]3[CH:32]=[CH:31][C:30]([C:33]4[C:34]([C:39]#[N:40])=[CH:35][CH:36]=[CH:37][CH:38]=4)=[CH:29][CH:28]=3)=[C:22]([CH2:41][CH2:42][CH3:43])[N:21]3[N:44]=[CH:45][N:46]=[C:20]23)=[CH:16][CH:15]=1. The catalyst is C(OCC)(=O)C. The product is [F:13][C:14]1[CH:48]=[CH:47][C:17]([CH2:18][N:19]2[C:24](=[O:25])[C:23]([CH2:26][C:27]3[CH:28]=[CH:29][C:30]([C:33]4[CH:38]=[CH:37][CH:36]=[CH:35][C:34]=4[C:39]4[NH:3][C:4](=[O:7])[O:5][N:40]=4)=[CH:31][CH:32]=3)=[C:22]([CH2:41][CH2:42][CH3:43])[N:21]3[N:44]=[CH:45][N:46]=[C:20]23)=[CH:16][CH:15]=1. The yield is 0.360.